Dataset: Reaction yield outcomes from USPTO patents with 853,638 reactions. Task: Predict the reaction yield, written as a fraction of the theoretical maximum amount of product (1.0 means a 100% yield; for example, 0.34 means a 34% yield). The reactants are [Cl-].O[NH3+:3].[C:4](=[O:7])([O-])[OH:5].[Na+].CS(C)=O.[O:13]=[C:14]1[C:19]([CH2:20][C:21]2[CH:26]=[CH:25][C:24]([C:27]3[C:28]([C:33]#[N:34])=[CH:29][CH:30]=[CH:31][CH:32]=3)=[CH:23][CH:22]=2)=[C:18]([CH2:35][CH2:36][CH3:37])[N:17]2[N:38]=[CH:39][N:40]=[C:16]2[N:15]1[C:41]1[CH:45]=[CH:44][S:43][CH:42]=1. The catalyst is C(OCC)(=O)C. The product is [O:7]=[C:4]1[O:5][N:3]=[C:33]([C:28]2[CH:29]=[CH:30][CH:31]=[CH:32][C:27]=2[C:24]2[CH:25]=[CH:26][C:21]([CH2:20][C:19]3[C:14](=[O:13])[N:15]([C:41]4[CH:45]=[CH:44][S:43][CH:42]=4)[C:16]4[N:17]([N:38]=[CH:39][N:40]=4)[C:18]=3[CH2:35][CH2:36][CH3:37])=[CH:22][CH:23]=2)[NH:34]1. The yield is 0.330.